Predict the reaction yield, written as a fraction of the theoretical maximum amount of product (1.0 means a 100% yield; for example, 0.34 means a 34% yield). From a dataset of Reaction yield outcomes from USPTO patents with 853,638 reactions. The reactants are [OH:1][N:2]1[C:10](=[O:11])[C:9]2[C:4](=[CH:5][CH:6]=[CH:7][CH:8]=2)[C:3]1=[O:12].Br[CH2:14][C:15]([O:17][CH3:18])=[O:16]. No catalyst specified. The product is [O:12]=[C:3]1[C:4]2[C:9](=[CH:8][CH:7]=[CH:6][CH:5]=2)[C:10](=[O:11])[N:2]1[O:1][CH2:14][C:15]([O:17][CH3:18])=[O:16]. The yield is 0.560.